The task is: Predict the product of the given reaction.. This data is from Forward reaction prediction with 1.9M reactions from USPTO patents (1976-2016). Given the reactants [NH2:1][C@@H:2]([CH3:19])[CH2:3][O:4][C:5]1[CH:6]=[CH:7][C:8]([O:11][C:12]2[CH:17]=[CH:16][C:15]([OH:18])=[CH:14][CH:13]=2)=[N:9][CH:10]=1.[C:20](OC(=O)C)(=[O:22])[CH3:21], predict the reaction product. The product is: [OH:18][C:15]1[CH:14]=[CH:13][C:12]([O:11][C:8]2[N:9]=[CH:10][C:5]([O:4][CH2:3][C@@H:2]([NH:1][C:20](=[O:22])[CH3:21])[CH3:19])=[CH:6][CH:7]=2)=[CH:17][CH:16]=1.